Dataset: Full USPTO retrosynthesis dataset with 1.9M reactions from patents (1976-2016). Task: Predict the reactants needed to synthesize the given product. (1) Given the product [Cl:26][C:21]1[CH:20]=[C:19]([C:16]2[S:17][CH:18]=[C:14]([CH2:13][O:12][C:9]3[CH:10]=[CH:11][C:6]([CH2:5][C@H:4]([O:28][CH2:29][CH3:30])[C:3]([OH:31])=[O:2])=[C:7]([CH3:27])[CH:8]=3)[N:15]=2)[CH:24]=[CH:23][C:22]=1[F:25], predict the reactants needed to synthesize it. The reactants are: C[O:2][C:3](=[O:31])[C@@H:4]([O:28][CH2:29][CH3:30])[CH2:5][C:6]1[CH:11]=[CH:10][C:9]([O:12][CH2:13][C:14]2[N:15]=[C:16]([C:19]3[CH:24]=[CH:23][C:22]([F:25])=[C:21]([Cl:26])[CH:20]=3)[S:17][CH:18]=2)=[CH:8][C:7]=1[CH3:27].[Li+].[OH-]. (2) Given the product [Cl:14][C:5]1[CH:6]=[C:7]([CH:8]=[C:9]([CH3:10])[C:4]=1[CH2:1][CH2:2][CH3:3])[NH2:11], predict the reactants needed to synthesize it. The reactants are: [CH2:1]([C:4]1[C:9]([CH3:10])=[CH:8][C:7]([N+:11]([O-])=O)=[CH:6][C:5]=1[Cl:14])[CH:2]=[CH2:3].